Dataset: Catalyst prediction with 721,799 reactions and 888 catalyst types from USPTO. Task: Predict which catalyst facilitates the given reaction. (1) Reactant: [CH2:1]([O:3][C:4](=[O:16])[CH2:5][C:6]1[S:10][N:9]=[C:8]([N:11]2[CH:15]=[CH:14][N:13]=[CH:12]2)[N:7]=1)[CH3:2].[H-].[Na+].[C:19]([O:23][C:24](=[O:40])[N:25]([CH2:30][C:31]1[CH:39]=[CH:38][C:34]2[O:35][CH2:36][O:37][C:33]=2[CH:32]=1)[CH2:26][CH2:27][CH2:28]Br)([CH3:22])([CH3:21])[CH3:20].O. Product: [CH2:1]([O:3][C:4](=[O:16])[CH:5]([C:6]1[S:10][N:9]=[C:8]([N:11]2[CH:15]=[CH:14][N:13]=[CH:12]2)[N:7]=1)[CH2:28][CH2:27][CH2:26][N:25]([CH2:30][C:31]1[CH:39]=[CH:38][C:34]2[O:35][CH2:36][O:37][C:33]=2[CH:32]=1)[C:24]([O:23][C:19]([CH3:22])([CH3:21])[CH3:20])=[O:40])[CH3:2]. The catalyst class is: 16. (2) Reactant: [Cl:1][C:2]1[CH:7]=[C:6]([C:8](O)=[O:9])[CH:5]=[C:4]([Cl:11])[C:3]=1[C:12]1[CH:17]=[CH:16][C:15]([F:18])=[CH:14][CH:13]=1.ClC1C=C(C=C(Cl)C=1)CO. Product: [Cl:1][C:2]1[CH:7]=[C:6]([CH2:8][OH:9])[CH:5]=[C:4]([Cl:11])[C:3]=1[C:12]1[CH:17]=[CH:16][C:15]([F:18])=[CH:14][CH:13]=1. The catalyst class is: 1. (3) Reactant: [CH:1]([O:4][CH:5]1[CH2:10][CH2:9][C@H:8]([NH:11]C(=O)OCC2C=CC=CC=2)[C@H:7]([CH2:22][S:23]([CH:26]([CH3:28])[CH3:27])(=[O:25])=[O:24])[CH2:6]1)([CH3:3])[CH3:2].[H][H]. Product: [CH:1]([O:4][CH:5]1[CH2:10][CH2:9][C@H:8]([NH2:11])[C@H:7]([CH2:22][S:23]([CH:26]([CH3:28])[CH3:27])(=[O:24])=[O:25])[CH2:6]1)([CH3:3])[CH3:2]. The catalyst class is: 19. (4) Reactant: [N:1]1[C:5]2[CH:6]=[CH:7][CH:8]=[CH:9][C:4]=2[NH:3][CH:2]=1.Br[CH2:11][CH:12]([OH:15])[CH2:13][OH:14].C(=O)([O-])[O-].[K+].[K+]. The catalyst class is: 10. Product: [N:1]1([CH:13]([OH:14])[CH:12]([OH:15])[CH3:11])[C:5]2[CH:6]=[CH:7][CH:8]=[CH:9][C:4]=2[N:3]=[CH:2]1.